Dataset: Full USPTO retrosynthesis dataset with 1.9M reactions from patents (1976-2016). Task: Predict the reactants needed to synthesize the given product. (1) Given the product [F:56][C:54]1[CH:53]=[CH:52][C:51]([C:28]2[N:29]=[C:30]([NH:34][C:35]3[CH:40]=[CH:39][CH:38]=[C:37]([CH2:41][S:42](=[O:44])(=[O:43])[NH2:45])[CH:36]=3)[N:31]=[CH:32][N:33]=2)=[C:50]([NH:49][C:46](=[O:48])[CH3:47])[CH:55]=1, predict the reactants needed to synthesize it. The reactants are: COC1C=CC=CC=1C1N=CN=C(NC2C=C(CS(N)(=O)=O)C=CC=2)N=1.Cl[C:28]1[N:33]=[CH:32][N:31]=[C:30]([NH:34][C:35]2[CH:36]=[C:37]([CH2:41][S:42]([NH2:45])(=[O:44])=[O:43])[CH:38]=[CH:39][CH:40]=2)[N:29]=1.[C:46]([NH:49][C:50]1[CH:55]=[C:54]([F:56])[CH:53]=[CH:52][C:51]=1B(O)O)(=[O:48])[CH3:47]. (2) Given the product [CH3:13][C:10]([CH3:11])([CH3:12])[C@H:9]([C:14]([N:27]1[CH2:28][CH2:29][CH2:30][C@H:26]1[C:25]([NH:24][CH2:23][C:22]1[CH:32]=[C:18]([Cl:17])[CH:19]=[CH:20][C:21]=1[N:33]1[CH:37]=[N:36][N:35]=[N:34]1)=[O:31])=[O:16])[NH2:8], predict the reactants needed to synthesize it. The reactants are: C(OC([NH:8][C@@H:9]([C:14]([OH:16])=O)[C:10]([CH3:13])([CH3:12])[CH3:11])=O)(C)(C)C.[Cl:17][C:18]1[CH:19]=[CH:20][C:21]([N:33]2[CH:37]=[N:36][N:35]=[N:34]2)=[C:22]([CH:32]=1)[CH2:23][NH:24][C:25](=[O:31])[C@@H:26]1[CH2:30][CH2:29][CH2:28][NH:27]1.C(Cl)CCl.C1C=NC2N(O)N=NC=2C=1. (3) Given the product [C:46]([OH:51])(=[O:50])[C:47]([CH3:49])=[CH2:48].[NH2:54][C:1]([O:14][CH2:25][CH3:26])=[O:13], predict the reactants needed to synthesize it. The reactants are: [C:1]([O-:14])(=[O:13])[CH2:25][CH2:26]CCCCCCCCC.[C:1]([O-:14])(=[O:13])CCCCCCCCC[CH2:25][CH3:26].C([Sn+2]CCCCCCCC)CCCCCCC.[C:46]([O:51]CC[N:54]=C=O)(=[O:50])[C:47]([CH3:49])=[CH2:48]. (4) Given the product [S:1]1[C:5]2[CH:6]=[CH:7][CH:8]=[CH:9][C:4]=2[N:3]=[C:2]1[CH:10]([O:26][CH:27]1[CH2:32][CH2:31][N:30]([CH3:33])[CH2:29][CH2:28]1)[C:11]1[CH:12]=[C:13]([CH:17]=[CH:18][CH2:19][CH2:20][CH2:21][OH:22])[CH:14]=[CH:15][CH:16]=1, predict the reactants needed to synthesize it. The reactants are: [S:1]1[C:5]2[CH:6]=[CH:7][CH:8]=[CH:9][C:4]=2[N:3]=[C:2]1[CH:10]([O:26][CH:27]1[CH2:32][CH2:31][N:30]([CH3:33])[CH2:29][CH2:28]1)[C:11]1[CH:12]=[C:13]([CH:17]=[CH:18][CH2:19][CH2:20][CH2:21][O:22]C(=O)C)[CH:14]=[CH:15][CH:16]=1.O1CCOCC1.[OH-].[Na+].Cl.